Dataset: Full USPTO retrosynthesis dataset with 1.9M reactions from patents (1976-2016). Task: Predict the reactants needed to synthesize the given product. (1) The reactants are: [Cl:1][C:2]1[CH:7]=[C:6]([O:8][CH3:9])[CH:5]=[CH:4][C:3]=1[C:10](=O)[CH:11]([CH3:15])[CH2:12][CH:13]=O.[NH2:17][N:18]1[C:22](=[O:23])[C:21]2=[CH:24][CH:25]=[CH:26][CH:27]=[C:20]2[C:19]1=[O:28]. Given the product [Cl:1][C:2]1[CH:7]=[C:6]([O:8][CH3:9])[CH:5]=[CH:4][C:3]=1[C:10]1[N:17]([N:18]2[C:22](=[O:23])[C:21]3[C:20](=[CH:27][CH:26]=[CH:25][CH:24]=3)[C:19]2=[O:28])[CH:13]=[CH:12][C:11]=1[CH3:15], predict the reactants needed to synthesize it. (2) The reactants are: P(Cl)(Cl)(Cl)=O.[CH:6]([C:9]1[CH:17]=[C:16]([CH:18]([CH3:20])[CH3:19])[CH:15]=[C:11]([C:12]([NH2:14])=O)[C:10]=1[OH:21])([CH3:8])[CH3:7]. Given the product [OH:21][C:10]1[C:9]([CH:6]([CH3:7])[CH3:8])=[CH:17][C:16]([CH:18]([CH3:20])[CH3:19])=[CH:15][C:11]=1[C:12]#[N:14], predict the reactants needed to synthesize it. (3) Given the product [CH3:49][S:48][C:33]1[C:34]2[C:39](=[CH:38][C:37]([C:40]([N:42]3[CH2:47][CH2:46][O:45][CH2:44][CH2:43]3)=[O:41])=[CH:36][CH:35]=2)[N:31]([C:28]2[N:29]=[CH:30][C:25]([B:10]3[O:11][C:12]([CH3:17])([CH3:18])[C:13]([CH3:15])([CH3:16])[O:14]3)=[CH:26][N:27]=2)[CH:32]=1, predict the reactants needed to synthesize it. The reactants are: [B:10]1([B:10]2[O:14][C:13]([CH3:16])([CH3:15])[C:12]([CH3:18])([CH3:17])[O:11]2)[O:14][C:13]([CH3:16])([CH3:15])[C:12]([CH3:18])([CH3:17])[O:11]1.C([O-])(=O)C.[K+].Br[C:25]1[CH:26]=[N:27][C:28]([N:31]2[C:39]3[C:34](=[CH:35][CH:36]=[C:37]([C:40]([N:42]4[CH2:47][CH2:46][O:45][CH2:44][CH2:43]4)=[O:41])[CH:38]=3)[C:33]([S:48][CH3:49])=[CH:32]2)=[N:29][CH:30]=1. (4) Given the product [C:4]([O:3][C:1]([N:8]1[CH2:9][CH2:10][N:11]([C:46]2[C:55]3[C:50](=[CH:51][CH:52]=[CH:53][C:54]=3[Cl:56])[CH:49]=[CH:48][CH:47]=2)[CH2:12][CH2:13]1)=[O:2])([CH3:7])([CH3:6])[CH3:5], predict the reactants needed to synthesize it. The reactants are: [C:1]([N:8]1[CH2:13][CH2:12][NH:11][CH2:10][CH2:9]1)([O:3][C:4]([CH3:7])([CH3:6])[CH3:5])=[O:2].CC([O-])(C)C.[Na+].C1(P(C2CCCCC2)C2C=CC=CC=2C2C=CC=CC=2)CCCCC1.Br[C:46]1[C:55]2[C:50](=[CH:51][CH:52]=[CH:53][C:54]=2[Cl:56])[CH:49]=[CH:48][CH:47]=1. (5) Given the product [CH2:1]([O:8][C:9]([N:11]1[CH2:16][CH2:15][C:14](=[O:17])[CH:13]([O:21][CH2:22][C:23]2[CH:28]=[CH:27][CH:26]=[CH:25][CH:24]=2)[CH2:12]1)=[O:10])[C:2]1[CH:3]=[CH:4][CH:5]=[CH:6][CH:7]=1, predict the reactants needed to synthesize it. The reactants are: [CH2:1]([O:8][C:9]([N:11]1[CH2:16][CH2:15][C:14](OC)([O:17]C)[CH:13]([O:21][CH2:22][C:23]2[CH:28]=[CH:27][CH:26]=[CH:25][CH:24]=2)[CH2:12]1)=[O:10])[C:2]1[CH:7]=[CH:6][CH:5]=[CH:4][CH:3]=1.Cl. (6) Given the product [C:17]1([O:6][C:5](=[O:7])[C:4]2[C:3]([CH3:16])=[C:2]([Cl:1])[CH:10]=[C:9]([C:11]([CH3:12])([CH3:13])[CH3:14])[C:8]=2[OH:15])[CH:22]=[CH:21][CH:20]=[CH:19][CH:18]=1, predict the reactants needed to synthesize it. The reactants are: [Cl:1][C:2]1[C:3]([CH3:16])=[C:4]([C:8]([OH:15])=[C:9]([C:11]([CH3:14])([CH3:13])[CH3:12])[CH:10]=1)[C:5]([OH:7])=[O:6].[C:17]1(O)[CH:22]=[CH:21][CH:20]=[CH:19][CH:18]=1.P(Cl)(Cl)(Cl)=O.